This data is from Forward reaction prediction with 1.9M reactions from USPTO patents (1976-2016). The task is: Predict the product of the given reaction. (1) The product is: [C:1]([C:5]1[CH:10]=[CH:9][C:8]([C:11]2[N:15]([C:38](=[O:39])[CH2:37][CH:36]([CH3:41])[CH3:35])[C@@:14]([C:17]3[CH:22]=[CH:21][C:20]([Cl:23])=[CH:19][CH:18]=3)([CH3:16])[C@@:13]([C:25]3[CH:26]=[CH:27][C:28]([Cl:31])=[CH:29][CH:30]=3)([CH3:24])[N:12]=2)=[C:7]([O:32][CH2:33][CH3:34])[CH:6]=1)([CH3:2])([CH3:3])[CH3:4]. Given the reactants [C:1]([C:5]1[CH:10]=[CH:9][C:8]([C:11]2[NH:12][C:13]([C:25]3[CH:30]=[CH:29][C:28]([Cl:31])=[CH:27][CH:26]=3)([CH3:24])[C:14]([C:17]3[CH:22]=[CH:21][C:20]([Cl:23])=[CH:19][CH:18]=3)([CH3:16])[N:15]=2)=[C:7]([O:32][CH2:33][CH3:34])[CH:6]=1)([CH3:4])([CH3:3])[CH3:2].[CH3:35][CH:36]([CH3:41])[CH2:37][C:38](Cl)=[O:39], predict the reaction product. (2) Given the reactants [Br:1][C:2]1[CH:7]=[CH:6][C:5](I)=[CH:4][CH:3]=1.[NH2:9][C:10]1[CH:15]=[CH:14][C:13]([CH3:16])=[CH:12][C:11]=1[N+:17]([O-:19])=[O:18].C(=O)([O-])[O-].[Cs+].[Cs+].C(N(CC)CC)C.C1C=CC(P(C2C(C3C(P(C4C=CC=CC=4)C4C=CC=CC=4)=CC=C4C=3C=CC=C4)=C3C(C=CC=C3)=CC=2)C2C=CC=CC=2)=CC=1, predict the reaction product. The product is: [Br:1][C:2]1[CH:7]=[CH:6][C:5]([NH:9][C:10]2[CH:15]=[CH:14][C:13]([CH3:16])=[CH:12][C:11]=2[N+:17]([O-:19])=[O:18])=[CH:4][CH:3]=1. (3) Given the reactants [OH-].[Li+].[CH:3]1([C@H:9]([NH:14][C:15]([C:17]2[CH:22]=[CH:21][C:20]([CH3:23])=[CH:19][C:18]=2[NH:24][C:25]([NH:27][C:28]2[C:33]([CH3:34])=[CH:32][CH:31]=[CH:30][C:29]=2[CH3:35])=[O:26])=[O:16])[C:10]([O:12]C)=[O:11])[CH2:8][CH2:7][CH2:6][CH2:5][CH2:4]1.CO.Cl, predict the reaction product. The product is: [CH:3]1([CH:9]([NH:14][C:15]([C:17]2[CH:22]=[CH:21][C:20]([CH3:23])=[CH:19][C:18]=2[NH:24][C:25]([NH:27][C:28]2[C:33]([CH3:34])=[CH:32][CH:31]=[CH:30][C:29]=2[CH3:35])=[O:26])=[O:16])[C:10]([OH:12])=[O:11])[CH2:8][CH2:7][CH2:6][CH2:5][CH2:4]1. (4) The product is: [NH2:29][C:30]1[C:31]2[N:32]([C:36]([C@H:40]3[CH2:48][CH2:47][C@H:46]4[N:42]([C:43](=[O:49])[CH2:44][CH2:45]4)[CH2:41]3)=[N:37][C:38]=2[C:9]2[CH:10]=[CH:11][C:12]([C:13]([NH:15][C:16]3[CH:21]=[C:20]([C:22]([F:23])([F:24])[F:25])[CH:19]=[CH:18][N:17]=3)=[O:14])=[CH:26][CH:27]=2)[CH:33]=[CH:34][N:35]=1. Given the reactants CC1(C)C(C)(C)OB([C:9]2[CH:27]=[CH:26][C:12]([C:13]([NH:15][C:16]3[CH:21]=[C:20]([C:22]([F:25])([F:24])[F:23])[CH:19]=[CH:18][N:17]=3)=[O:14])=[CH:11][CH:10]=2)O1.[NH2:29][C:30]1[C:31]2[N:32]([C:36]([C@H:40]3[CH2:48][CH2:47][C@H:46]4[N:42]([C:43](=[O:49])[CH2:44][CH2:45]4)[CH2:41]3)=[N:37][C:38]=2Br)[CH:33]=[CH:34][N:35]=1.[O-]P([O-])([O-])=O.[K+].[K+].[K+], predict the reaction product. (5) Given the reactants [CH:1]1([C:4]2[O:5][CH:6]=[C:7]([C:9]([O:11][CH3:12])=[O:10])[N:8]=2)[CH2:3][CH2:2]1.C1C(=O)N([Br:20])C(=O)C1.C(Cl)(Cl)(Cl)Cl, predict the reaction product. The product is: [Br:20][C:6]1[O:5][C:4]([CH:1]2[CH2:2][CH2:3]2)=[N:8][C:7]=1[C:9]([O:11][CH3:12])=[O:10].